This data is from Full USPTO retrosynthesis dataset with 1.9M reactions from patents (1976-2016). The task is: Predict the reactants needed to synthesize the given product. (1) Given the product [CH2:1]([N:3]1[C:12]2[C:7](=[N:8][CH:9]=[C:10]([CH2:13][C:14]3[CH:15]=[CH:16][C:17]([F:20])=[CH:18][CH:19]=3)[CH:11]=2)[C:6]([OH:21])=[C:5]([C:22]([NH:28][CH2:29][CH2:30][OH:31])=[O:23])[C:4]1=[O:27])[CH3:2], predict the reactants needed to synthesize it. The reactants are: [CH2:1]([N:3]1[C:12]2[C:7](=[N:8][CH:9]=[C:10]([CH2:13][C:14]3[CH:19]=[CH:18][C:17]([F:20])=[CH:16][CH:15]=3)[CH:11]=2)[C:6]([OH:21])=[C:5]([C:22](OCC)=[O:23])[C:4]1=[O:27])[CH3:2].[NH2:28][CH2:29][CH2:30][OH:31]. (2) The reactants are: [CH2:1]([NH:8][CH2:9][CH2:10][N:11]1[CH2:18][CH:17]2[O:19][CH:13]([CH2:14][N:15]([CH2:20][C:21]3[CH:28]=[CH:27][C:24]([C:25]#[N:26])=[CH:23][CH:22]=3)[CH2:16]2)[CH2:12]1)[C:2]1[CH:7]=[CH:6][CH:5]=[CH:4][CH:3]=1.[CH:29]([S:32](Cl)(=[O:34])=[O:33])([CH3:31])[CH3:30]. Given the product [CH2:1]([N:8]([CH2:9][CH2:10][N:11]1[CH2:12][CH:13]2[O:19][CH:17]([CH2:16][N:15]([CH2:20][C:21]3[CH:22]=[CH:23][C:24]([C:25]#[N:26])=[CH:27][CH:28]=3)[CH2:14]2)[CH2:18]1)[S:32]([CH:29]([CH3:31])[CH3:30])(=[O:34])=[O:33])[C:2]1[CH:3]=[CH:4][CH:5]=[CH:6][CH:7]=1, predict the reactants needed to synthesize it. (3) The reactants are: [S:1]1[C:5]2[CH2:6][CH2:7][CH2:8][CH2:9][C:4]=2[N:3]=[C:2]1[N:10]1[C@@H:14]([C:15]2[CH:20]=[CH:19][C:18]([C@:21]3([C:37](=[O:39])[NH2:38])[CH2:25][CH2:24][CH2:23][N:22]3[C:26](=[O:36])[C@@H:27]([NH:31][C:32](=[O:35])[O:33][CH3:34])[CH:28]([CH3:30])[CH3:29])=[C:17]([N+:40]([O-])=O)[CH:16]=2)[CH2:13][CH2:12][C@@H:11]1[C:43]1[CH:48]=[CH:47][C:46]([C@:49]2([C:65](=[O:67])[NH2:66])[CH2:53][CH2:52][CH2:51][N:50]2[C:54](=[O:64])[C@@H:55]([NH:59][C:60](=[O:63])[O:61][CH3:62])[CH:56]([CH3:58])[CH3:57])=[C:45]([N+:68]([O-])=O)[CH:44]=1. Given the product [S:1]1[C:5]2[CH2:6][CH2:7][CH2:8][CH2:9][C:4]=2[N:3]=[C:2]1[N:10]1[C@@H:11]([C:43]2[CH:48]=[CH:47][C:46]([C@:49]3([C:65](=[O:67])[NH2:66])[CH2:53][CH2:52][CH2:51][N:50]3[C:54](=[O:64])[C@@H:55]([NH:59][C:60](=[O:63])[O:61][CH3:62])[CH:56]([CH3:58])[CH3:57])=[C:45]([NH2:68])[CH:44]=2)[CH2:12][CH2:13][C@@H:14]1[C:15]1[CH:20]=[CH:19][C:18]([C@:21]2([C:37](=[O:39])[NH2:38])[CH2:25][CH2:24][CH2:23][N:22]2[C:26](=[O:36])[C@@H:27]([NH:31][C:32](=[O:35])[O:33][CH3:34])[CH:28]([CH3:29])[CH3:30])=[C:17]([NH2:40])[CH:16]=1, predict the reactants needed to synthesize it. (4) Given the product [OH:3][C@@H:4]([C:11]1[CH:16]=[CH:15][CH:14]=[CH:13][CH:12]=1)[C:5](=[CH2:10])[C:6]([OH:8])=[O:7], predict the reactants needed to synthesize it. The reactants are: [OH-].[K+].[OH:3][C@@H:4]([C:11]1[CH:16]=[CH:15][CH:14]=[CH:13][CH:12]=1)[C:5](=[CH2:10])[C:6]([O:8]C)=[O:7].